From a dataset of Catalyst prediction with 721,799 reactions and 888 catalyst types from USPTO. Predict which catalyst facilitates the given reaction. (1) Reactant: [NH2:1][C:2]1[C:3]([NH:17][C@@H:18]2[CH2:23][CH2:22][C@H:21]([C:24]([N:26]3[CH2:31][CH2:30][N:29]([C:32]([O:34][C:35]([CH3:38])([CH3:37])[CH3:36])=[O:33])[CH2:28][CH2:27]3)=[O:25])[CH2:20][CH2:19]2)=[CH:4][C:5]([O:8][CH2:9][CH2:10][N:11]2[CH2:16][CH2:15][CH2:14][CH2:13][CH2:12]2)=[N:6][CH:7]=1.[C:39]([C:41]1[CH:51]=[CH:50][C:44]([C:45]([N:47]=[C:48]=S)=[O:46])=[CH:43][CH:42]=1)#[N:40].C1N=CN(C(N2C=NC=C2)=O)C=1.CO. Product: [NH4+:1].[OH-:8].[C:39]([C:41]1[CH:51]=[CH:50][C:44]([C:45](/[N:47]=[C:48]2/[N:17]([C@@H:18]3[CH2:19][CH2:20][C@H:21]([C:24]([N:26]4[CH2:31][CH2:30][N:29]([C:32]([O:34][C:35]([CH3:38])([CH3:37])[CH3:36])=[O:33])[CH2:28][CH2:27]4)=[O:25])[CH2:22][CH2:23]3)[C:3]3[CH:4]=[C:5]([O:8][CH2:9][CH2:10][N:11]4[CH2:12][CH2:13][CH2:14][CH2:15][CH2:16]4)[N:6]=[CH:7][C:2]=3[NH:1]/2)=[O:46])=[CH:43][CH:42]=1)#[N:40]. The catalyst class is: 1. (2) Reactant: [OH:1][CH:2]([C:6]([O:19][CH3:20])([C:13]1[CH:18]=[CH:17][CH:16]=[CH:15][CH:14]=1)[C:7]1[CH:12]=[CH:11][CH:10]=[CH:9][CH:8]=1)[C:3]([OH:5])=[O:4].[NH2:21][C@H:22]([C:26]([OH:28])=[O:27])[CH:23]([CH3:25])[CH3:24]. Product: [OH:1][C@@H:2]([C:6]([O:19][CH3:20])([C:7]1[CH:12]=[CH:11][CH:10]=[CH:9][CH:8]=1)[C:13]1[CH:18]=[CH:17][CH:16]=[CH:15][CH:14]=1)[C:3]([OH:5])=[O:4].[NH2:21][C@H:22]([C:26]([OH:28])=[O:27])[CH:23]([CH3:25])[CH3:24]. The catalyst class is: 666. (3) Reactant: [C:1]([O:9][C:10]1[C:11]([C:34]([O:36][CH3:37])=[O:35])=[N:12][C:13]([C@@H:17]2[CH2:21][C:20]([F:23])([F:22])[CH2:19][N:18]2[C:24]([O:26][CH2:27][C:28]2[CH:33]=[CH:32][CH:31]=[CH:30][CH:29]=2)=[O:25])=[N:14][C:15]=1[OH:16])(=[O:8])[C:2]1[CH:7]=[CH:6][CH:5]=[CH:4][CH:3]=1.[H-].[Li+].S(OC)(O[CH3:44])(=O)=O.C(O)(=O)C. Product: [CH3:37][O:36][C:34]([C:11]1[N:12]=[C:13]([C@@H:17]2[CH2:21][C:20]([F:23])([F:22])[CH2:19][N:18]2[C:24]([O:26][CH2:27][C:28]2[CH:33]=[CH:32][CH:31]=[CH:30][CH:29]=2)=[O:25])[N:14]([CH3:44])[C:15](=[O:16])[C:10]=1[O:9][C:1](=[O:8])[C:2]1[CH:7]=[CH:6][CH:5]=[CH:4][CH:3]=1)=[O:35]. The catalyst class is: 872. (4) Reactant: [NH2:1][CH2:2][C@@H:3]([C:5]1[CH:16]=[CH:15][C:8]2[O:9][C:10]([CH3:14])([CH3:13])[O:11][CH2:12][C:7]=2[CH:6]=1)[OH:4].[CH2:17]([O:24][CH2:25][CH2:26][O:27][CH2:28][C:29]1[CH:34]=[CH:33][CH:32]=[C:31]([CH2:35][CH2:36]Br)[CH:30]=1)[C:18]1[CH:23]=[CH:22][CH:21]=[CH:20][CH:19]=1. Product: [CH2:17]([O:24][CH2:25][CH2:26][O:27][CH2:28][C:29]1[CH:30]=[C:31]([CH2:35][CH2:36][NH:1][CH2:2][C@@H:3]([C:5]2[CH:16]=[CH:15][C:8]3[O:9][C:10]([CH3:13])([CH3:14])[O:11][CH2:12][C:7]=3[CH:6]=2)[OH:4])[CH:32]=[CH:33][CH:34]=1)[C:18]1[CH:19]=[CH:20][CH:21]=[CH:22][CH:23]=1. The catalyst class is: 3.